From a dataset of Reaction yield outcomes from USPTO patents with 853,638 reactions. Predict the reaction yield, written as a fraction of the theoretical maximum amount of product (1.0 means a 100% yield; for example, 0.34 means a 34% yield). (1) The reactants are Br[CH2:2][C:3]([NH2:5])=[O:4].[CH2:6]([NH:8][CH2:9][CH3:10])[CH3:7]. The catalyst is C(Cl)(Cl)Cl. The product is [CH2:6]([N:8]([CH2:9][CH3:10])[CH2:2][C:3]([NH2:5])=[O:4])[CH3:7]. The yield is 0.790. (2) The reactants are [Br:1][C:2]1[CH:7]=[CH:6][C:5]([Cl:8])=[CH:4][C:3]=1[C:9]1[N:14]=[CH:13][N:12]=[C:11]([OH:15])[CH:10]=1.C1C(=O)N([Cl:23])C(=O)C1. The catalyst is CC#N. The product is [Br:1][C:2]1[CH:7]=[CH:6][C:5]([Cl:8])=[CH:4][C:3]=1[C:9]1[N:14]=[CH:13][N:12]=[C:11]([OH:15])[C:10]=1[Cl:23]. The yield is 0.940. (3) The reactants are [Cl:1][C:2]1[C:3]([N+]([O-])=O)=[C:4]([C:8]2[N:12]([CH2:13][CH:14]([OH:17])[CH2:15][OH:16])[C:11]3[CH:18]=[CH:19][CH:20]=[CH:21][C:10]=3[N:9]=2)[CH:5]=[CH:6][CH:7]=1.[H-].[Na+]. The catalyst is CN(C=O)C. The product is [Cl:1][C:2]1[C:3]2[O:17][CH:14]([CH2:15][OH:16])[CH2:13][N:12]3[C:8](=[N:9][C:10]4[CH:21]=[CH:20][CH:19]=[CH:18][C:11]=43)[C:4]=2[CH:5]=[CH:6][CH:7]=1. The yield is 0.810.